Predict the product of the given reaction. From a dataset of Forward reaction prediction with 1.9M reactions from USPTO patents (1976-2016). Given the reactants [N:1]1([C:10]2[CH:51]=[CH:50][C:13]([O:14][CH2:15][CH2:16][CH2:17][C:18]3[S:22][C:21]([C:23]4[CH:32]=[C:31]5[C:26]([CH2:27][CH2:28][CH2:29][N:30]5[C:33](=[O:44])[NH:34][C:35]5[S:36][C:37]6[CH:43]=[CH:42][CH:41]=[CH:40][C:38]=6[N:39]=5)=[CH:25][CH:24]=4)=[N:20][C:19]=3[C:45]([O:47]CC)=[O:46])=[CH:12][CH:11]=2)[C:5]2=[N:6][CH:7]=[N:8][CH:9]=[C:4]2[CH:3]=[N:2]1.CO.C1COCC1.[Li+].[OH-], predict the reaction product. The product is: [N:1]1([C:10]2[CH:11]=[CH:12][C:13]([O:14][CH2:15][CH2:16][CH2:17][C:18]3[S:22][C:21]([C:23]4[CH:32]=[C:31]5[C:26]([CH2:27][CH2:28][CH2:29][N:30]5[C:33](=[O:44])[NH:34][C:35]5[S:36][C:37]6[CH:43]=[CH:42][CH:41]=[CH:40][C:38]=6[N:39]=5)=[CH:25][CH:24]=4)=[N:20][C:19]=3[C:45]([OH:47])=[O:46])=[CH:50][CH:51]=2)[C:5]2=[N:6][CH:7]=[N:8][CH:9]=[C:4]2[CH:3]=[N:2]1.